Dataset: Peptide-MHC class I binding affinity with 185,985 pairs from IEDB/IMGT. Task: Regression. Given a peptide amino acid sequence and an MHC pseudo amino acid sequence, predict their binding affinity value. This is MHC class I binding data. (1) The peptide sequence is NGYRWQHQI. The MHC is HLA-A02:06 with pseudo-sequence HLA-A02:06. The binding affinity (normalized) is 0.340. (2) The peptide sequence is QEPGPVGPL. The MHC is HLA-A23:01 with pseudo-sequence HLA-A23:01. The binding affinity (normalized) is 0.213.